From a dataset of Forward reaction prediction with 1.9M reactions from USPTO patents (1976-2016). Predict the product of the given reaction. (1) Given the reactants [H-].[Na+].[Br:3][C:4]1[CH:5]=[CH:6][C:7](F)=[C:8]([CH:11]=1)[C:9]#[N:10].[CH3:13][C:14]([CH3:19])([CH2:17][CH3:18])[CH2:15][OH:16], predict the reaction product. The product is: [Br:3][C:4]1[CH:5]=[CH:6][C:7]([O:16][CH2:15][C:14]([CH3:19])([CH3:13])[CH2:17][CH3:18])=[C:8]([CH:11]=1)[C:9]#[N:10]. (2) Given the reactants [CH2:1]([C@H:5]1[CH2:10][CH2:9][C@H:8]([OH:11])[CH2:7][CH2:6]1)[CH2:2][CH2:3][CH3:4].O[C:13]1[CH:14]=[C:15]2[C:20](=[CH:21][CH:22]=1)[CH:19]=[C:18]([C@:23]1([CH3:29])[CH2:27][O:26][C:25](=[O:28])[NH:24]1)[CH:17]=[CH:16]2.C1(P(C2C=CC=CC=2)C2C=CC=CC=2)C=CC=CC=1.O1CCCC1.N(C(OC(C)C)=O)=NC(OC(C)C)=O, predict the reaction product. The product is: [CH2:1]([C@@H:5]1[CH2:6][CH2:7][C@H:8]([O:11][C:13]2[CH:14]=[C:15]3[C:20](=[CH:21][CH:22]=2)[CH:19]=[C:18]([C@:23]2([CH3:29])[CH2:27][O:26][C:25](=[O:28])[NH:24]2)[CH:17]=[CH:16]3)[CH2:9][CH2:10]1)[CH2:2][CH2:3][CH3:4]. (3) Given the reactants [CH3:1][Li].C[Mg]Cl.[CH3:6][C:7](=[O:28])[C@@H:8]1[C@:25]2([CH3:26])[C@H:11]([C@H:12]3[C@H:22]([CH2:23][CH2:24]2)[C@:20]2([CH3:21])[C@H:15]([CH2:16][C:17](=[O:27])[CH2:18][CH2:19]2)[CH2:14][CH2:13]3)[CH2:10][CH2:9]1, predict the reaction product. The product is: [CH3:6][C:7]([C@@H:8]1[C@@:25]2([CH3:26])[CH2:24][CH2:23][C@@H:22]3[C@@:20]4([CH3:21])[CH2:19][CH2:18][C@:17]([OH:27])([CH3:1])[CH2:16][C@@H:15]4[CH2:14][CH2:13][C@H:12]3[C@@H:11]2[CH2:10][CH2:9]1)=[O:28]. (4) Given the reactants [OH-].[Li+].C([O:5][C:6]([C:8]1[CH:9]=[N:10][C:11]2[C:16]([CH:17]=1)=[CH:15][CH:14]=[C:13]([NH:18][C:19]([C:21]1[C:22]([C:27]3[CH:32]=[CH:31][C:30]([C:33]([CH3:36])([CH3:35])[CH3:34])=[CH:29][CH:28]=3)=[CH:23][CH:24]=[CH:25][CH:26]=1)=[O:20])[CH:12]=2)=[O:7])C, predict the reaction product. The product is: [C:33]([C:30]1[CH:29]=[CH:28][C:27]([C:22]2[C:21]([C:19]([NH:18][C:13]3[CH:12]=[C:11]4[C:16]([CH:17]=[C:8]([C:6]([OH:7])=[O:5])[CH:9]=[N:10]4)=[CH:15][CH:14]=3)=[O:20])=[CH:26][CH:25]=[CH:24][CH:23]=2)=[CH:32][CH:31]=1)([CH3:36])([CH3:34])[CH3:35]. (5) The product is: [Cl:1][C:2]1[N:7]=[C:6]([N:25]2[CH2:30][CH2:29][O:28][CH2:27][CH2:26]2)[CH:5]=[C:4]([C:9]2[C:10]([CH3:15])=[N:11][O:12][C:13]=2[CH3:14])[N:3]=1. Given the reactants [Cl:1][C:2]1[N:7]=[C:6](Cl)[CH:5]=[C:4]([C:9]2[C:10]([CH3:15])=[N:11][O:12][C:13]=2[CH3:14])[N:3]=1.CCN(C(C)C)C(C)C.[NH:25]1[CH2:30][CH2:29][O:28][CH2:27][CH2:26]1, predict the reaction product. (6) The product is: [F:23][C:24]1[CH:25]=[CH:26][C:27]([CH2:30][S:31]([C:34]2[CH:35]=[C:36]3[C:40](=[CH:41][CH:42]=2)[NH:39][C:38](=[O:43])/[C:37]/3=[CH:21]\[C:3]2[NH:4][C:5]3[CH2:11][CH2:10][CH2:9][N:8]([CH2:12][CH2:13][N:14]4[CH2:19][CH2:18][CH2:17][CH2:16][CH2:15]4)[C:7](=[O:20])[C:6]=3[C:2]=2[CH3:1])(=[O:33])=[O:32])=[CH:28][CH:29]=1. Given the reactants [CH3:1][C:2]1[C:6]2[C:7](=[O:20])[N:8]([CH2:12][CH2:13][N:14]3[CH2:19][CH2:18][CH2:17][CH2:16][CH2:15]3)[CH2:9][CH2:10][CH2:11][C:5]=2[NH:4][C:3]=1[CH:21]=O.[F:23][C:24]1[CH:29]=[CH:28][C:27]([CH2:30][S:31]([C:34]2[CH:35]=[C:36]3[C:40](=[CH:41][CH:42]=2)[NH:39][C:38](=[O:43])[CH2:37]3)(=[O:33])=[O:32])=[CH:26][CH:25]=1.N1CCCCC1, predict the reaction product.